This data is from Reaction yield outcomes from USPTO patents with 853,638 reactions. The task is: Predict the reaction yield, written as a fraction of the theoretical maximum amount of product (1.0 means a 100% yield; for example, 0.34 means a 34% yield). (1) The reactants are [OH:1][C:2]1[CH:3]=[C:4]([CH2:8][CH2:9][C:10]([OH:12])=[O:11])[CH:5]=[CH:6][CH:7]=1.S(=O)(=O)(O)O.C(=O)([O-])[O-].[Na+].[Na+].[CH2:24](O)[CH3:25]. No catalyst specified. The product is [OH:1][C:2]1[CH:3]=[C:4]([CH2:8][CH2:9][C:10]([O:12][CH2:24][CH3:25])=[O:11])[CH:5]=[CH:6][CH:7]=1. The yield is 0.900. (2) The yield is 0.930. The catalyst is O1CCCC1. The reactants are O=C1CCC(=O)N1O[C:9](=[O:17])[C:10]1[CH:15]=[CH:14][C:13]([Br:16])=[CH:12][CH:11]=1.BrC1C=CC(C(O)=O)=CC=1.ONC(=O)CCC(N)=O.[NH:37]1[CH2:41][CH2:40][CH2:39][C@H:38]1[CH2:42][N:43]1[CH2:47][CH2:46][CH2:45][CH2:44]1. The product is [Br:16][C:13]1[CH:12]=[CH:11][C:10]([C:9]([N:37]2[CH2:41][CH2:40][CH2:39][C@H:38]2[CH2:42][N:43]2[CH2:47][CH2:46][CH2:45][CH2:44]2)=[O:17])=[CH:15][CH:14]=1. (3) The reactants are F[C:2]1[CH:7]=[C:6]([C:8]2[C:16]([C:17]3[CH:22]=[CH:21][N:20]=[C:19]([NH:23][CH:24]([CH3:26])[CH3:25])[N:18]=3)=[C:11]3[CH:12]=[CH:13][CH:14]=[CH:15][N:10]3[N:9]=2)[CH:5]=[CH:4][N:3]=1.[CH:27]1([NH2:32])[CH2:31][CH2:30][CH2:29][CH2:28]1. No catalyst specified. The product is [CH:27]1([NH:32][C:2]2[CH:7]=[C:6]([C:8]3[C:16]([C:17]4[CH:22]=[CH:21][N:20]=[C:19]([NH:23][CH:24]([CH3:25])[CH3:26])[N:18]=4)=[C:11]4[CH:12]=[CH:13][CH:14]=[CH:15][N:10]4[N:9]=3)[CH:5]=[CH:4][N:3]=2)[CH2:31][CH2:30][CH2:29][CH2:28]1. The yield is 0.640. (4) The reactants are [Cl:1][C:2]1[C:3]([N:12]2[CH2:15][CH:14]([NH:16]C(=O)OC(C)(C)C)[CH2:13]2)=[N:4][CH:5]=[C:6]([C:8]([F:11])([F:10])[F:9])[CH:7]=1.C(O)(C(F)(F)F)=O. The catalyst is C(Cl)Cl. The product is [Cl:1][C:2]1[C:3]([N:12]2[CH2:13][CH:14]([NH2:16])[CH2:15]2)=[N:4][CH:5]=[C:6]([C:8]([F:10])([F:11])[F:9])[CH:7]=1. The yield is 0.951. (5) The reactants are Br[CH2:2][C:3]1[C:12]2[C:7](=[CH:8][CH:9]=[CH:10][CH:11]=2)[C:6]([C:13]([NH:15][C:16]2[C:17]([C:23]([NH:25][CH2:26][CH:27]3[CH2:32][CH2:31][O:30][CH2:29][CH2:28]3)=[O:24])=[N:18][C:19]([Cl:22])=[CH:20][CH:21]=2)=[O:14])=[CH:5][CH:4]=1.[CH3:33][O-:34].[Na+]. No catalyst specified. The product is [Cl:22][C:19]1[N:18]=[C:17]([C:23]([NH:25][CH2:26][CH:27]2[CH2:28][CH2:29][O:30][CH2:31][CH2:32]2)=[O:24])[C:16]([NH:15][C:13]([C:6]2[C:7]3[C:12](=[CH:11][CH:10]=[CH:9][CH:8]=3)[C:3]([CH2:2][O:34][CH3:33])=[CH:4][CH:5]=2)=[O:14])=[CH:21][CH:20]=1. The yield is 0.400.